Dataset: Full USPTO retrosynthesis dataset with 1.9M reactions from patents (1976-2016). Task: Predict the reactants needed to synthesize the given product. (1) Given the product [N:1]([C@@H:4]1[C:14]2[C:9](=[N:10][CH:11]=[CH:12][CH:13]=2)[C@H:8]([NH2:30])[CH2:7][CH2:6][C@H:5]1[C:16]1[CH:21]=[CH:20][CH:19]=[C:18]([F:22])[C:17]=1[F:23])=[N+:2]=[N-:3], predict the reactants needed to synthesize it. The reactants are: [N:1]([C@@H:4]1[C:14]2[C:9](=[N:10][CH:11]=[CH:12][CH:13]=2)[C:8](=O)[CH2:7][CH2:6][C@H:5]1[C:16]1[CH:21]=[CH:20][CH:19]=[C:18]([F:22])[C:17]=1[F:23])=[N+:2]=[N-:3].C([O-])(=O)C.[NH4+].C([BH3-])#[N:30].[Na+]. (2) Given the product [NH2:13][C:12]1[N:8]([C:4]2[CH:3]=[C:2](/[CH:48]=[C:47](\[CH3:49])/[C:46]([OH:50])=[O:45])[CH:7]=[CH:6][CH:5]=2)[N:9]=[C:10]([C:14]([CH3:17])([CH3:16])[CH3:15])[CH:11]=1, predict the reactants needed to synthesize it. The reactants are: Br[C:2]1[CH:3]=[C:4]([N:8]2[C:12]([NH2:13])=[CH:11][C:10]([C:14]([CH3:17])([CH3:16])[CH3:15])=[N:9]2)[CH:5]=[CH:6][CH:7]=1.C1C=CC(P(C2C=CC=CC=2)C2C=CC=CC=2)=CC=1.C([O-])([O-])=O.[K+].[K+].C([O:45][C:46](=[O:50])[C:47]([CH3:49])=[CH2:48])C. (3) The reactants are: O1[C:5]2([CH2:10][CH2:9][CH:8]([N:11]3[C:16](=[O:17])[C:15]([CH2:18][C:19]4[CH:24]=[CH:23][C:22]([C:25]5[CH:30]=[CH:29][CH:28]=[CH:27][C:26]=5[C:31]5[NH:35][C:34](=[O:36])[O:33][N:32]=5)=[CH:21][CH:20]=4)=[C:14]([CH2:37][CH2:38][CH3:39])[N:13]4[N:40]=[CH:41][N:42]=[C:12]34)[CH2:7][CH2:6]2)[O:4]CC1.Cl.O1CCCC1. Given the product [O:4]=[C:5]1[CH2:10][CH2:9][CH:8]([N:11]2[C:16](=[O:17])[C:15]([CH2:18][C:19]3[CH:20]=[CH:21][C:22]([C:25]4[CH:30]=[CH:29][CH:28]=[CH:27][C:26]=4[C:31]4[NH:35][C:34](=[O:36])[O:33][N:32]=4)=[CH:23][CH:24]=3)=[C:14]([CH2:37][CH2:38][CH3:39])[N:13]3[N:40]=[CH:41][N:42]=[C:12]23)[CH2:7][CH2:6]1, predict the reactants needed to synthesize it. (4) Given the product [O:31]=[C:30]1[CH2:29][O:1][C@H:2]([C:20]2[CH:21]=[CH:22][CH:23]=[CH:24][CH:25]=2)[CH2:3][N:4]1[CH2:5][CH2:6][CH:7]1[CH2:12][CH2:11][N:10]([C:13]([O:15][C:16]([CH3:19])([CH3:18])[CH3:17])=[O:14])[CH2:9][CH2:8]1, predict the reactants needed to synthesize it. The reactants are: [OH:1][C@H:2]([C:20]1[CH:25]=[CH:24][CH:23]=[CH:22][CH:21]=1)[CH2:3][NH:4][CH2:5][CH2:6][CH:7]1[CH2:12][CH2:11][N:10]([C:13]([O:15][C:16]([CH3:19])([CH3:18])[CH3:17])=[O:14])[CH2:9][CH2:8]1.[OH-].[Na+].Cl[CH2:29][C:30](Cl)=[O:31]. (5) The reactants are: [F:1][C:2]1[CH:9]=[CH:8][C:7]([F:10])=[CH:6][C:3]=1[CH:4]=O.[CH3:11][CH2:12][CH:13]=[O:14].[OH-].[Na+]. Given the product [F:1][C:2]1[CH:9]=[CH:8][C:7]([F:10])=[CH:6][C:3]=1[CH:4]=[C:12]([CH3:11])[CH:13]=[O:14], predict the reactants needed to synthesize it. (6) Given the product [CH3:18][O:6][C:5](=[O:7])[C:4]1[CH:8]=[C:9]([N+:11]([O-:13])=[O:12])[CH:10]=[C:2]([Br:1])[CH:3]=1, predict the reactants needed to synthesize it. The reactants are: [Br:1][C:2]1[CH:3]=[C:4]([CH:8]=[C:9]([N+:11]([O-:13])=[O:12])[CH:10]=1)[C:5]([OH:7])=[O:6].S(Cl)(Cl)=O.[CH3:18]O. (7) Given the product [CH3:24][C:19]1[CH:20]=[C:21]([CH3:23])[N:22]=[C:17]([N:13]2[CH2:14][CH2:15][N:10]([C:7]3[CH:6]=[CH:5][C:4]([N+:1]([O-:3])=[O:2])=[CH:9][CH:8]=3)[CH2:11][CH2:12]2)[N:18]=1, predict the reactants needed to synthesize it. The reactants are: [N+:1]([C:4]1[CH:9]=[CH:8][C:7]([N:10]2[CH2:15][CH2:14][NH:13][CH2:12][CH2:11]2)=[CH:6][CH:5]=1)([O-:3])=[O:2].Cl[C:17]1[N:22]=[C:21]([CH3:23])[CH:20]=[C:19]([CH3:24])[N:18]=1. (8) The reactants are: [CH3:1][C:2]1[S:9][C:8]2[CH:7]=[C:6]([C:10](O)=[O:11])[NH:5][C:4]=2[C:3]=1[N:13]([CH3:22])[S:14]([C:17]1[S:18][CH:19]=[CH:20][CH:21]=1)(=[O:16])=[O:15].[NH2:23][CH2:24][C:25]1([S:38][CH2:39][C:40]2[CH:45]=[CH:44][CH:43]=[CH:42][CH:41]=2)[CH2:30][CH2:29][N:28](C(OC(C)(C)C)=O)[CH2:27][CH2:26]1.N1(O)C2C=CC=CC=2N=N1.Cl.CN(C)CCCN=C=NCC.C(=O)([O-])O.[Na+].C1(P(=O)(C2C=CC=CC=2)C2C=CC=CC=2)C=CC=CC=1.FC(F)(F)S(OS(C(F)(F)F)(=O)=O)(=O)=O. Given the product [CH2:39]([S:38][C:25]1([CH2:24][NH:23][C:10]([C:6]2[NH:5][C:4]3[C:3]([N:13]([CH3:22])[S:14]([C:17]4[S:18][CH:19]=[CH:20][CH:21]=4)(=[O:16])=[O:15])=[C:2]([CH3:1])[S:9][C:8]=3[CH:7]=2)=[O:11])[CH2:30][CH2:29][NH:28][CH2:27][CH2:26]1)[C:40]1[CH:41]=[CH:42][CH:43]=[CH:44][CH:45]=1, predict the reactants needed to synthesize it. (9) Given the product [C:1]([O:5][C:6]([NH:8][C:9]1[S:10][CH:11]=[C:12]([C:14]([OH:16])=[O:15])[N:13]=1)=[O:7])([CH3:4])([CH3:2])[CH3:3], predict the reactants needed to synthesize it. The reactants are: [C:1]([O:5][C:6]([NH:8][C:9]1[S:10][CH:11]=[C:12]([C:14]([O:16]C)=[O:15])[N:13]=1)=[O:7])([CH3:4])([CH3:3])[CH3:2].[OH-].[Li+].Cl.